Dataset: Catalyst prediction with 721,799 reactions and 888 catalyst types from USPTO. Task: Predict which catalyst facilitates the given reaction. (1) Product: [NH2:37][C:30]1[N:29]=[C:28]2[C:33]([N:34]=[CH:35][N:27]2[C@H:13]2[C@:14]([CH3:17])([OH:18])[C@H:15]([F:16])[C@@H:11]([CH2:10][OH:9])[O:12]2)=[C:32]([O:40][CH2:39][CH3:38])[N:31]=1. The catalyst class is: 14. Reactant: C([O:9][CH2:10][C@@H:11]1[C@@H:15]([F:16])[C@:14]([O:18]C(=O)C2C=CC=CC=2)([CH3:17])[C@H:13]([N:27]2[CH:35]=[N:34][C:33]3[C:28]2=[N:29][C:30]([NH2:37])=[N:31][C:32]=3Cl)[O:12]1)(=O)C1C=CC=CC=1.[CH3:38][CH2:39][O-:40].[Na+]. (2) Reactant: CS(C)=O.[CH3:5][C:6]1[CH:7]=[C:8]([OH:20])[C:9]([C:13]2[CH:18]=[CH:17][C:16]([CH3:19])=[CH:15][N:14]=2)=[N:10][C:11]=1[CH3:12].Cl[C:22]1[C:31]2[C:26](=[CH:27][CH:28]=[CH:29][CH:30]=2)[N:25]=[CH:24][CH:23]=1.C(=O)([O-])[O-].[Cs+].[Cs+]. Product: [CH3:5][C:6]1[CH:7]=[C:8]([O:20][C:22]2[C:31]3[C:26](=[CH:27][CH:28]=[CH:29][CH:30]=3)[N:25]=[CH:24][CH:23]=2)[C:9]([C:13]2[CH:18]=[CH:17][C:16]([CH3:19])=[CH:15][N:14]=2)=[N:10][C:11]=1[CH3:12]. The catalyst class is: 6. (3) Reactant: [CH2:1]([C:8]1[N:13]([CH3:14])[C:12](=[O:15])[C:11]([C:16]2[CH:21]=[CH:20][C:19]([OH:22])=[C:18]([F:23])[CH:17]=2)=[CH:10][CH:9]=1)[C:2]1[CH:7]=[CH:6][CH:5]=[CH:4][CH:3]=1.Cl[C:25]1[C:34]2[C:29](=[CH:30][C:31]([O:37][CH2:38][CH2:39][CH2:40][N:41]3[CH2:46][CH2:45][O:44][CH2:43][CH2:42]3)=[C:32]([O:35][CH3:36])[CH:33]=2)[N:28]=[CH:27][CH:26]=1. Product: [CH2:1]([C:8]1[N:13]([CH3:14])[C:12](=[O:15])[C:11]([C:16]2[CH:21]=[CH:20][C:19]([O:22][C:25]3[C:34]4[C:29](=[CH:30][C:31]([O:37][CH2:38][CH2:39][CH2:40][N:41]5[CH2:42][CH2:43][O:44][CH2:45][CH2:46]5)=[C:32]([O:35][CH3:36])[CH:33]=4)[N:28]=[CH:27][CH:26]=3)=[C:18]([F:23])[CH:17]=2)=[CH:10][CH:9]=1)[C:2]1[CH:3]=[CH:4][CH:5]=[CH:6][CH:7]=1. The catalyst class is: 142. (4) Reactant: [CH2:1]([NH:3][C:4]1[C:5]([NH2:10])=[CH:6][CH:7]=[CH:8][CH:9]=1)[CH3:2].C1N=CN([C:16](N2C=NC=C2)=[O:17])C=1. Product: [CH2:1]([N:3]1[C:4]2[CH:9]=[CH:8][CH:7]=[CH:6][C:5]=2[NH:10][C:16]1=[O:17])[CH3:2]. The catalyst class is: 1. (5) Reactant: Br[C:2]1[CH:8]=[CH:7][C:5]([NH2:6])=[CH:4][C:3]=1[F:9].[F:10][C:11]([F:22])([F:21])[C:12]1[CH:13]=[C:14](B(O)O)[CH:15]=[CH:16][CH:17]=1.C(=O)([O-])[O-].[Na+].[Na+].C(P(C(C)(C)C)C1C=CC=CC=1C1C=CC=CC=1)(C)(C)C. Product: [F:9][C:3]1[CH:4]=[C:5]([NH2:6])[CH:7]=[CH:8][C:2]=1[C:16]1[CH:15]=[CH:14][CH:13]=[C:12]([C:11]([F:22])([F:21])[F:10])[CH:17]=1. The catalyst class is: 167.